Dataset: Forward reaction prediction with 1.9M reactions from USPTO patents (1976-2016). Task: Predict the product of the given reaction. (1) Given the reactants [BH4-].[Na+].[C:3]([C@:5]12[CH2:29][C:28](=[O:30])[CH2:27][CH2:26][C@:25]1([CH3:31])[C:24]1[CH2:23][CH2:22][C@@:21]3([CH3:32])[C@@H:9]([CH2:10][CH2:11][C@@H:12]3[C@H:13]([CH3:20])[CH2:14][CH2:15][CH2:16][CH:17]([CH3:19])[CH3:18])[C:8]=1[CH2:7][CH2:6]2)#[N:4].Cl, predict the reaction product. The product is: [C:3]([C@:5]12[CH2:29][C@@H:28]([OH:30])[CH2:27][CH2:26][C@:25]1([CH3:31])[C:24]1[CH2:23][CH2:22][C@@:21]3([CH3:32])[C@@H:9]([CH2:10][CH2:11][C@@H:12]3[C@H:13]([CH3:20])[CH2:14][CH2:15][CH2:16][CH:17]([CH3:19])[CH3:18])[C:8]=1[CH2:7][CH2:6]2)#[N:4].[C:3]([C@:5]12[CH2:29][C@H:28]([OH:30])[CH2:27][CH2:26][C@:25]1([CH3:31])[C:24]1[CH2:23][CH2:22][C@@:21]3([CH3:32])[C@@H:9]([CH2:10][CH2:11][C@@H:12]3[C@H:13]([CH3:20])[CH2:14][CH2:15][CH2:16][CH:17]([CH3:19])[CH3:18])[C:8]=1[CH2:7][CH2:6]2)#[N:4]. (2) Given the reactants [Cl:1][C:2]1[C:3]([NH:16][CH2:17][CH:18]2[CH2:23][CH2:22][O:21][CH2:20][CH2:19]2)=[N:4][C:5]([C:8]2[C:13]([Cl:14])=[CH:12][N:11]=[C:10](F)[CH:9]=2)=[CH:6][N:7]=1.[NH2:24][C@H:25]1[CH2:30][CH2:29][C@H:28]([OH:31])[CH2:27][CH2:26]1, predict the reaction product. The product is: [Cl:14][C:13]1[C:8]([C:5]2[CH:6]=[N:7][C:2]([Cl:1])=[C:3]([NH:16][CH2:17][CH:18]3[CH2:23][CH2:22][O:21][CH2:20][CH2:19]3)[N:4]=2)=[CH:9][C:10]([NH:24][C@H:25]2[CH2:30][CH2:29][C@H:28]([OH:31])[CH2:27][CH2:26]2)=[N:11][CH:12]=1. (3) Given the reactants [CH2:1]([C@H:8]1[CH2:12][O:11][C:10](=[O:13])[NH:9]1)[C:2]1[CH:7]=[CH:6][CH:5]=[CH:4][CH:3]=1.[Li]CCCC.[F:19][C:20]1[CH:25]=[CH:24][C:23]([CH2:26][C:27](Cl)=[O:28])=[CH:22][CH:21]=1, predict the reaction product. The product is: [CH2:1]([C@H:8]1[CH2:12][O:11][C:10](=[O:13])[N:9]1[C:27](=[O:28])[CH2:26][C:23]1[CH:24]=[CH:25][C:20]([F:19])=[CH:21][CH:22]=1)[C:2]1[CH:3]=[CH:4][CH:5]=[CH:6][CH:7]=1. (4) Given the reactants I[C:2]1[CH:3]=[C:4]([CH:19]=[CH:20][C:21]=1[CH3:22])[C:5]([NH:7][C:8]1[CH:13]=[CH:12][C:11]([O:14][C:15]([F:18])([F:17])[F:16])=[CH:10][CH:9]=1)=[O:6].[NH:23]1[CH:27]=[CH:26][N:25]=[CH:24]1.N1CCC[C@H]1C(O)=O.C([O-])([O-])=O.[K+].[K+], predict the reaction product. The product is: [N:23]1([C:2]2[CH:3]=[C:4]([CH:19]=[CH:20][C:21]=2[CH3:22])[C:5]([NH:7][C:8]2[CH:13]=[CH:12][C:11]([O:14][C:15]([F:18])([F:17])[F:16])=[CH:10][CH:9]=2)=[O:6])[CH:27]=[CH:26][N:25]=[CH:24]1. (5) The product is: [CH3:1][Si:2]([CH3:10])([CH3:9])[CH2:3][CH2:4][S:5]([N:12]1[CH2:13][CH2:14][CH:15]([O:18][C:19]2[CH:26]=[CH:25][C:22]([C:23]#[N:24])=[CH:21][CH:20]=2)[CH2:16][CH2:17]1)(=[O:7])=[O:6]. Given the reactants [CH3:1][Si:2]([CH3:10])([CH3:9])[CH2:3][CH2:4][S:5](Cl)(=[O:7])=[O:6].Cl.[NH:12]1[CH2:17][CH2:16][CH:15]([O:18][C:19]2[CH:26]=[CH:25][C:22]([C:23]#[N:24])=[CH:21][CH:20]=2)[CH2:14][CH2:13]1.[OH-].[Na+], predict the reaction product. (6) Given the reactants [NH2:1][C:2]1[C:7]([Cl:8])=[CH:6][N:5]=[CH:4][C:3]=1[Cl:9].[H-].[Na+].[Br:12][C:13]1[CH:14]=[C:15]([CH:19]=[CH:20][CH:21]=1)[C:16](Cl)=[O:17], predict the reaction product. The product is: [Br:12][C:13]1[CH:14]=[C:15]([CH:19]=[CH:20][CH:21]=1)[C:16]([NH:1][C:2]1[C:7]([Cl:8])=[CH:6][N:5]=[CH:4][C:3]=1[Cl:9])=[O:17]. (7) Given the reactants N1([C:6]([C:8]2[CH:9]([C:26]3[CH:33]=[CH:32][C:29]([C:30]#[N:31])=[CH:28][CH:27]=3)[NH:10][C:11](=[O:25])[N:12]([C:15]3[CH:20]=[CH:19][CH:18]=[C:17]([C:21]([F:24])([F:23])[F:22])[CH:16]=3)[C:13]=2[CH3:14])=[O:7])C=CN=C1.[CH2:34]([OH:37])[CH2:35][OH:36], predict the reaction product. The product is: [C:30]([C:29]1[CH:28]=[CH:27][C:26]([CH:9]2[C:8]([C:6]([O:36][CH2:35][CH2:34][OH:37])=[O:7])=[C:13]([CH3:14])[N:12]([C:15]3[CH:20]=[CH:19][CH:18]=[C:17]([C:21]([F:22])([F:24])[F:23])[CH:16]=3)[C:11](=[O:25])[NH:10]2)=[CH:33][CH:32]=1)#[N:31]. (8) Given the reactants [O:1]=[C:2]1[C:6](=[CH:7][C:8]2[CH:13]=[CH:12][CH:11]=[C:10]([O:14][CH2:15][CH2:16][NH:17]C(OC(C)(C)C)=O)[CH:9]=2)[S:5][C:4](=[S:25])[N:3]1[NH:26][C:27]1[C:31]2[CH:32]=[CH:33][CH:34]=[CH:35][C:30]=2[S:29](=[O:37])(=[O:36])[N:28]=1.C(OCC)(=O)C.[ClH:44], predict the reaction product. The product is: [ClH:44].[O:1]=[C:2]1[C:6](=[CH:7][C:8]2[CH:13]=[CH:12][CH:11]=[C:10]([O:14][CH2:15][CH2:16][NH2:17])[CH:9]=2)[S:5][C:4](=[S:25])[N:3]1[NH:26][C:27]1[C:31]2[CH:32]=[CH:33][CH:34]=[CH:35][C:30]=2[S:29](=[O:37])(=[O:36])[N:28]=1. (9) Given the reactants Cl[C:2]1[C:11]2[C:10](=[O:12])[N:9]([CH3:13])[CH:8]=[N:7][C:6]=2[CH:5]=[C:4]([C:14]2[CH:19]=[CH:18][C:17]([N:20]3[CH2:25][CH2:24][O:23][CH2:22][CH2:21]3)=[CH:16][CH:15]=2)[N:3]=1.[OH:26][CH2:27][C:28]1[S:32][C:31](B(O)O)=[CH:30][CH:29]=1.C([O-])([O-])=O.[Na+].[Na+], predict the reaction product. The product is: [OH:26][CH2:27][C:28]1[S:32][C:31]([C:2]2[C:11]3[C:10](=[O:12])[N:9]([CH3:13])[CH:8]=[N:7][C:6]=3[CH:5]=[C:4]([C:14]3[CH:19]=[CH:18][C:17]([N:20]4[CH2:25][CH2:24][O:23][CH2:22][CH2:21]4)=[CH:16][CH:15]=3)[N:3]=2)=[CH:30][CH:29]=1.